This data is from Peptide-MHC class I binding affinity with 185,985 pairs from IEDB/IMGT. The task is: Regression. Given a peptide amino acid sequence and an MHC pseudo amino acid sequence, predict their binding affinity value. This is MHC class I binding data. (1) The binding affinity (normalized) is 0.492. The MHC is HLA-B48:01 with pseudo-sequence HLA-B48:01. The peptide sequence is MMWATAQAL. (2) The peptide sequence is FPHTELANL. The MHC is HLA-C07:01 with pseudo-sequence HLA-C07:01. The binding affinity (normalized) is 0.0847. (3) The binding affinity (normalized) is 0.585. The MHC is H-2-Db with pseudo-sequence H-2-Db. The peptide sequence is LVLTNACEI. (4) The peptide sequence is KMLDPRQGL. The MHC is HLA-A69:01 with pseudo-sequence HLA-A69:01. The binding affinity (normalized) is 0.149. (5) The peptide sequence is NRWKSWFSY. The MHC is HLA-A31:01 with pseudo-sequence HLA-A31:01. The binding affinity (normalized) is 0.0847. (6) The peptide sequence is RYPLTFGW. The MHC is HLA-B44:03 with pseudo-sequence HLA-B44:03. The binding affinity (normalized) is 0. (7) The peptide sequence is YRQQNPIPV. The MHC is Mamu-B03 with pseudo-sequence Mamu-B03. The binding affinity (normalized) is 0.581. (8) The peptide sequence is MLLNVQTLI. The MHC is HLA-A02:03 with pseudo-sequence HLA-A02:03. The binding affinity (normalized) is 1.00. (9) The peptide sequence is CCFHCQVC. The MHC is HLA-A01:01 with pseudo-sequence HLA-A01:01. The binding affinity (normalized) is 0.